This data is from Forward reaction prediction with 1.9M reactions from USPTO patents (1976-2016). The task is: Predict the product of the given reaction. (1) Given the reactants [O:1]([CH2:8][CH2:9][C@@H:10]1[NH:15][CH2:14][CH2:13][N:12]([C:16]2[C:25]3[CH:24]=[C:23]([CH3:26])[S:22][C:21]=3[NH:20][C:19]3[CH:27]=[CH:28][CH:29]=[CH:30][C:18]=3[N:17]=2)[CH2:11]1)[C:2]1[CH:7]=[CH:6][CH:5]=[CH:4][CH:3]=1.C=O.[C:33](O[BH-](OC(=O)C)OC(=O)C)(=O)C.[Na+].[Cl:47]C(Cl)C, predict the reaction product. The product is: [ClH:47].[ClH:47].[CH3:33][N:15]1[CH2:14][CH2:13][N:12]([C:16]2[C:25]3[CH:24]=[C:23]([CH3:26])[S:22][C:21]=3[NH:20][C:19]3[CH:27]=[CH:28][CH:29]=[CH:30][C:18]=3[N:17]=2)[CH2:11][C@@H:10]1[CH2:9][CH2:8][O:1][C:2]1[CH:7]=[CH:6][CH:5]=[CH:4][CH:3]=1. (2) The product is: [F:11][C:4]1[CH:3]=[C:2]([C:15]2[CH:20]=[CH:19][N:18]=[CH:17][CH:16]=2)[CH:10]=[CH:9][C:5]=1[N:6]([CH3:8])[CH3:7]. Given the reactants Br[C:2]1[CH:10]=[CH:9][C:5]([N:6]([CH3:8])[CH3:7])=[C:4]([F:11])[CH:3]=1.C(B(CC)[C:15]1[CH:20]=[CH:19][N:18]=[CH:17][CH:16]=1)C.[OH-].[K+].C(OCC)(=O)C, predict the reaction product.